From a dataset of Choline transporter screen with 302,306 compounds. Binary Classification. Given a drug SMILES string, predict its activity (active/inactive) in a high-throughput screening assay against a specified biological target. (1) The drug is S(CC(=O)Nc1cc2OCOc2cc1)c1[nH]nc(c(=O)n1)C. The result is 0 (inactive). (2) The molecule is S1(=O)(=O)Cc2c(nn(C(C)(C)C)c2NC(=O)C(CC)c2ccccc2)C1. The result is 0 (inactive). (3) The compound is Brc1cc2=C(NNC(=O)CO\N=C(\c3ccc(OC)cc3)C)C(=O)N=c2cc1. The result is 0 (inactive). (4) The molecule is S(=O)(=O)(N(CC(=O)NCCCOC)c1c(OC)ccc([N+]([O-])=O)c1)C. The result is 0 (inactive). (5) The molecule is O(C(C(=O)N(c1ccccc1)C)C)C(=O)CN1C(=O)c2c(C1=O)cccc2. The result is 0 (inactive). (6) The drug is Fc1c(NC(=O)C(OC)c2ccccc2)ccc(F)c1. The result is 0 (inactive).